Task: Predict the product of the given reaction.. Dataset: Forward reaction prediction with 1.9M reactions from USPTO patents (1976-2016) (1) Given the reactants COC1C=CC(C[NH:8][C:9]2[C:18]3[C:13](=[C:14]([NH:19][C:20]4[CH:25]=[CH:24][CH:23]=[C:22]([C:26]([F:29])([F:28])[F:27])[CH:21]=4)[CH:15]=[CH:16][CH:17]=3)[N:12]=[CH:11][CH:10]=2)=CC=1, predict the reaction product. The product is: [F:29][C:26]([F:27])([F:28])[C:22]1[CH:21]=[C:20]([NH:19][C:14]2[CH:15]=[CH:16][CH:17]=[C:18]3[C:13]=2[N:12]=[CH:11][CH:10]=[C:9]3[NH2:8])[CH:25]=[CH:24][CH:23]=1. (2) Given the reactants [Si]([O:8][CH2:9][CH2:10][CH2:11][N:12]1[N:16]=[N:15][C:14]([C:17]2[CH:18]=[C:19]([C:23]#[C:24][C:25]3[CH:26]=[C:27]([NH:31][C:32]([C:34]4[O:35][CH:36]=[CH:37][C:38]=4[CH3:39])=[O:33])[CH:28]=[CH:29][CH:30]=3)[CH:20]=[N:21][CH:22]=2)=[N:13]1)(C(C)(C)C)(C)C.[F-].C([N+](CCCC)(CCCC)CCCC)CCC, predict the reaction product. The product is: [OH:8][CH2:9][CH2:10][CH2:11][N:12]1[N:16]=[N:15][C:14]([C:17]2[CH:18]=[C:19]([C:23]#[C:24][C:25]3[CH:26]=[C:27]([NH:31][C:32]([C:34]4[O:35][CH:36]=[CH:37][C:38]=4[CH3:39])=[O:33])[CH:28]=[CH:29][CH:30]=3)[CH:20]=[N:21][CH:22]=2)=[N:13]1.